Dataset: Reaction yield outcomes from USPTO patents with 853,638 reactions. Task: Predict the reaction yield, written as a fraction of the theoretical maximum amount of product (1.0 means a 100% yield; for example, 0.34 means a 34% yield). (1) The reactants are CCN(CC)CC.Cl.[NH2:9][OH:10].[CH3:11][O:12][CH2:13][O:14][C:15]1[CH:22]=[CH:21][C:18]([CH:19]=O)=[CH:17][C:16]=1[CH3:23]. The catalyst is O1CCOCC1.CCOC(C)=O. The product is [CH3:11][O:12][CH2:13][O:14][C:15]1[CH:22]=[CH:21][C:18]([CH:19]=[N:9][OH:10])=[CH:17][C:16]=1[CH3:23]. The yield is 0.860. (2) The reactants are C([O:3][C:4]([C:6]1[C:7]([C:12]2[CH:17]=[CH:16][CH:15]=[C:14]([Cl:18])[CH:13]=2)=[N:8][O:9][C:10]=1[CH3:11])=[O:5])C.[OH-].[Na+].Cl.O. The catalyst is C(O)C. The product is [Cl:18][C:14]1[CH:13]=[C:12]([C:7]2[C:6]([C:4]([OH:5])=[O:3])=[C:10]([CH3:11])[O:9][N:8]=2)[CH:17]=[CH:16][CH:15]=1. The yield is 0.970. (3) The reactants are F.F.F.C(N(CC)CC)C.[Si]([O:28][CH2:29][C@H:30]1[O:34][C@@H:33]([N:35]2[CH:42]=[C:41]([CH3:43])[C:39](=[O:40])[NH:38][C:36]2=[O:37])[C@H:32]([O:44][CH2:45][CH2:46][O:47][N:48]([CH3:50])[CH3:49])[C@@H:31]1[OH:51])(C(C)(C)C)(C1C=CC=CC=1)C1C=CC=CC=1.CO. The catalyst is C1COCC1.C(Cl)Cl. The product is [CH3:49][N:48]([CH3:50])[O:47][CH2:46][CH2:45][O:44][C@@H:32]1[C@H:31]([OH:51])[C@@H:30]([CH2:29][OH:28])[O:34][C@H:33]1[N:35]1[CH:42]=[C:41]([CH3:43])[C:39](=[O:40])[NH:38][C:36]1=[O:37]. The yield is 0.925.